Predict the product of the given reaction. From a dataset of Forward reaction prediction with 1.9M reactions from USPTO patents (1976-2016). (1) Given the reactants [CH:1]1N=[CH:4][N:3]([C:6]([N:8]2[CH:12]=[N:11][CH:10]=[CH:9]2)=[O:7])[CH:2]=1.[CH2:13]([C:16]1[C:24]2[O:23][N:22]=[C:21]([C:25]([F:28])([F:27])[F:26])[C:20]=2[CH:19]=[CH:18][C:17]=1[O:29][CH2:30]CCNC)[CH2:14][CH3:15].[Li+].C[Si]([N-][Si](C)(C)C)(C)C.[S:45]1C=CN=C1N.[NH4+].[Cl-], predict the reaction product. The product is: [S:45]1[CH:9]=[CH:10][N:11]=[C:12]1[NH:8][C:6](=[O:7])[N:3]([CH3:4])[CH2:2][CH2:1][CH2:30][O:29][C:17]1[CH:18]=[CH:19][C:20]2[C:21]([C:25]([F:28])([F:27])[F:26])=[N:22][O:23][C:24]=2[C:16]=1[CH2:13][CH2:14][CH3:15]. (2) The product is: [ClH:1].[Cl:1][C:2]1[CH:3]=[CH:4][C:5]([O:26][CH2:27][CH:28]([CH3:30])[CH3:29])=[C:6]([CH2:8][N:9]2[C:13]([CH3:14])=[CH:12][C:11]([C:15]([NH:17][C:18]3[CH:19]=[CH:20][C:21]([CH2:24][N:34]4[CH2:35][CH2:36][NH:31][C:32](=[O:37])[CH2:33]4)=[CH:22][CH:23]=3)=[O:16])=[N:10]2)[CH:7]=1. Given the reactants [Cl:1][C:2]1[CH:3]=[CH:4][C:5]([O:26][CH2:27][CH:28]([CH3:30])[CH3:29])=[C:6]([CH2:8][N:9]2[C:13]([CH3:14])=[CH:12][C:11]([C:15]([NH:17][C:18]3[CH:23]=[CH:22][C:21]([CH:24]=O)=[CH:20][CH:19]=3)=[O:16])=[N:10]2)[CH:7]=1.[NH:31]1[CH2:36][CH2:35][NH:34][CH2:33][C:32]1=[O:37].C(O[BH-](OC(=O)C)OC(=O)C)(=O)C.[Na+].C(O)(=O)C, predict the reaction product. (3) Given the reactants CCN(C(C)C)C(C)C.[CH3:10][O:11][C:12]1[CH:13]=[CH:14][CH:15]=[C:16]2[C:21]=1[O:20][C:19](=[O:22])[C:18]([C:23]([OH:25])=O)=[CH:17]2.CN(C(ON1N=NC2C=CC=NC1=2)=[N+](C)C)C.F[P-](F)(F)(F)(F)F.[C:50]([C:52]1[CH:57]=[CH:56][CH:55]=[CH:54][C:53]=1[C:58]1[CH:63]=[CH:62][CH:61]=[C:60]([NH2:64])[CH:59]=1)#[N:51], predict the reaction product. The product is: [C:50]([C:52]1[CH:57]=[CH:56][CH:55]=[CH:54][C:53]=1[C:58]1[CH:63]=[CH:62][CH:61]=[C:60]([NH:64][C:23]([C:18]2[C:19](=[O:22])[O:20][C:21]3[C:16]([CH:17]=2)=[CH:15][CH:14]=[CH:13][C:12]=3[O:11][CH3:10])=[O:25])[CH:59]=1)#[N:51]. (4) Given the reactants ClC1N=CC(C[C:9]2[CH:10]=[C:11]3[C:16](=[C:17]4[CH:22]=[CH:21][CH:20]=[CH:19][C:18]=24)[N:15]=[CH:14][N:13]([C@H]2CCCC[C@@H]2NC(=O)OC(C)(C)C)[C:12]3=[O:37])=CC=1.Cl, predict the reaction product. The product is: [N:15]1[C:16]2[C:11](=[CH:10][CH:9]=[C:18]3[CH:19]=[CH:20][CH:21]=[CH:22][C:17]3=2)[C:12](=[O:37])[NH:13][CH:14]=1. (5) Given the reactants [CH3:1][O:2][C:3]1[CH:4]=[C:5]([C:11]2[C:16]([C:17]3[C:22]([F:23])=[CH:21][C:20]([F:24])=[CH:19][C:18]=3[F:25])=[C:15]([CH3:26])[NH:14][C:13](=O)[C:12]=2[C:28]([O:30][CH2:31][CH3:32])=[O:29])[CH:6]=[C:7]([O:9][CH3:10])[CH:8]=1.C(N(CC)CC)C.FC(F)(F)S(OS(C(F)(F)F)(=O)=O)(=O)=O.C(O)=O, predict the reaction product. The product is: [CH3:1][O:2][C:3]1[CH:4]=[C:5]([C:11]2[C:16]([C:17]3[C:18]([F:25])=[CH:19][C:20]([F:24])=[CH:21][C:22]=3[F:23])=[C:15]([CH3:26])[N:14]=[CH:13][C:12]=2[C:28]([O:30][CH2:31][CH3:32])=[O:29])[CH:6]=[C:7]([O:9][CH3:10])[CH:8]=1.